From a dataset of Catalyst prediction with 721,799 reactions and 888 catalyst types from USPTO. Predict which catalyst facilitates the given reaction. (1) Reactant: CO/[N:3]=[C:4]1/[C:5](=O)[N:6]([CH2:11][C:12]2[CH:17]=[CH:16][CH:15]=[CH:14][CH:13]=2)[C:7]([CH3:10])([CH3:9])[CH2:8]/1.[H-].[H-].[H-].[H-].[Li+].[Al+3]. Product: [CH3:9][C:7]1([CH3:10])[N:6]([CH2:11][C:12]2[CH:17]=[CH:16][CH:15]=[CH:14][CH:13]=2)[CH2:5][CH:4]([NH2:3])[CH2:8]1. The catalyst class is: 1. (2) Reactant: Cl[CH2:2][C:3]1[CH:22]=[CH:21][CH:20]=[CH:19][C:4]=1[O:5][CH2:6][C:7]1[N:8]=[C:9]([C:13]2[CH:18]=[CH:17][CH:16]=[CH:15][CH:14]=2)[O:10][C:11]=1[CH3:12].[OH:23]/[N:24]=[C:25](/[C:32]1[CH:37]=[CH:36][CH:35]=[CH:34][CH:33]=1)\[CH2:26][CH2:27][C:28]([O:30][CH3:31])=[O:29].[H-].[Na+].Cl. Product: [CH3:12][C:11]1[O:10][C:9]([C:13]2[CH:18]=[CH:17][CH:16]=[CH:15][CH:14]=2)=[N:8][C:7]=1[CH2:6][O:5][C:4]1[CH:19]=[CH:20][CH:21]=[CH:22][C:3]=1[CH2:2][O:23]/[N:24]=[C:25](/[C:32]1[CH:37]=[CH:36][CH:35]=[CH:34][CH:33]=1)\[CH2:26][CH2:27][C:28]([O:30][CH3:31])=[O:29]. The catalyst class is: 35. (3) Reactant: [CH3:1][O:2][C:3]1[CH:8]=[C:7]([NH2:9])[CH:6]=[CH:5][N:4]=1.[B-](F)(F)(F)[F:11].[B-](F)(F)(F)F.C1[N+]2(CCl)CC[N+](F)(CC2)C1.O. Product: [F:11][C:8]1[C:3]([O:2][CH3:1])=[N:4][CH:5]=[CH:6][C:7]=1[NH2:9]. The catalyst class is: 10. (4) Reactant: [Br:1][C:2]1[CH:3]=[C:4]([N:8]2[C:16]3[CH:15]=[C:14](Cl)[N:13]=[CH:12][C:11]=3[C:10]([C:18]([O:20]C)=[O:19])=[N:9]2)[CH:5]=[CH:6][CH:7]=1.[O-:22][CH2:23][CH3:24].[Na+].CN(C=O)C.Cl. Product: [Br:1][C:2]1[CH:3]=[C:4]([N:8]2[C:16]3[CH:15]=[C:14]([O:22][CH2:23][CH3:24])[N:13]=[CH:12][C:11]=3[C:10]([C:18]([OH:20])=[O:19])=[N:9]2)[CH:5]=[CH:6][CH:7]=1. The catalyst class is: 8. (5) Reactant: [NH:1]1[CH2:6][CH2:5][CH:4]([N:7]2[C:15]3[C:10](=[N:11][CH:12]=[CH:13][CH:14]=3)[NH:9][C:8]2=[O:16])[CH2:3][CH2:2]1.[Cl:17][C:18]1[CH:19]=[C:20]2[C:24](=[CH:25][CH:26]=1)[N:23]([C:27]([C:29]1[CH:34]=[C:33](Cl)[N:32]=[CH:31][N:30]=1)=[O:28])[CH2:22][CH2:21]2.CCN(C(C)C)C(C)C. Product: [Cl:17][C:18]1[CH:19]=[C:20]2[C:24](=[CH:25][CH:26]=1)[N:23]([C:27]([C:29]1[N:30]=[CH:31][N:32]=[C:33]([N:1]3[CH2:2][CH2:3][CH:4]([N:7]4[C:15]5[C:10](=[N:11][CH:12]=[CH:13][CH:14]=5)[NH:9][C:8]4=[O:16])[CH2:5][CH2:6]3)[CH:34]=1)=[O:28])[CH2:22][CH2:21]2. The catalyst class is: 3. (6) Reactant: FC(F)(F)C(O)=O.[CH2:8]1[C:16]2[C:11](=[CH:12][CH:13]=[CH:14][CH:15]=2)[CH2:10][CH:9]1[NH:17][C:18]1[N:19]=[CH:20][C:21]2[CH2:27][N:26]([C:28](=[O:45])[CH2:29][CH2:30][CH2:31][CH2:32][C:33]3[N:37](C(OC(C)(C)C)=O)[CH:36]=[N:35][CH:34]=3)[CH2:25][CH2:24][C:22]=2[N:23]=1. Product: [CH2:8]1[C:16]2[C:11](=[CH:12][CH:13]=[CH:14][CH:15]=2)[CH2:10][CH:9]1[NH:17][C:18]1[N:19]=[CH:20][C:21]2[CH2:27][N:26]([C:28](=[O:45])[CH2:29][CH2:30][CH2:31][CH2:32][C:33]3[N:37]=[CH:36][NH:35][CH:34]=3)[CH2:25][CH2:24][C:22]=2[N:23]=1. The catalyst class is: 4.